This data is from Catalyst prediction with 721,799 reactions and 888 catalyst types from USPTO. The task is: Predict which catalyst facilitates the given reaction. (1) Reactant: BrB(Br)Br.[Br:5][C:6]1[CH:11]=[C:10]([O:12]C)[CH:9]=[CH:8][C:7]=1[CH2:14][C:15]([OH:17])=[O:16]. Product: [Br:5][C:6]1[CH:11]=[C:10]([OH:12])[CH:9]=[CH:8][C:7]=1[CH2:14][C:15]([OH:17])=[O:16]. The catalyst class is: 4. (2) Reactant: [NH2:1][C@H:2]([C:5]1[N:14]([CH:15]2[CH2:17][CH2:16]2)[C:13](=[O:18])[C:12]2[C:7](=[CH:8][CH:9]=[CH:10][C:11]=2[Cl:19])[N:6]=1)[CH2:3][CH3:4].Cl[C:21]1[N:26]=[CH:25][N:24]=[C:23]([NH2:27])[C:22]=1[C:28]1[O:32][N:31]=[C:30]([CH3:33])[N:29]=1.CCN(C(C)C)C(C)C. Product: [NH2:27][C:23]1[N:24]=[CH:25][N:26]=[C:21]([NH:1][C@H:2]([C:5]2[N:14]([CH:15]3[CH2:16][CH2:17]3)[C:13](=[O:18])[C:12]3[C:7](=[CH:8][CH:9]=[CH:10][C:11]=3[Cl:19])[N:6]=2)[CH2:3][CH3:4])[C:22]=1[C:28]1[O:32][N:31]=[C:30]([CH3:33])[N:29]=1. The catalyst class is: 114. (3) Reactant: C([N:4]1[CH:8]=[CH:7][C:6]([O:9][CH2:10][C:11]2[C:16]([CH3:17])=[CH:15][CH:14]=[CH:13][C:12]=2[N:18]2[C:22](=[O:23])[N:21]([CH3:24])[N:20]=[N:19]2)=[N:5]1)(=O)C.C[O-].[Na+].C(=O)(O)[O-].[Na+]. Product: [NH:4]1[CH:8]=[CH:7][C:6]([O:9][CH2:10][C:11]2[C:16]([CH3:17])=[CH:15][CH:14]=[CH:13][C:12]=2[N:18]2[C:22](=[O:23])[N:21]([CH3:24])[N:20]=[N:19]2)=[N:5]1. The catalyst class is: 5.